Dataset: Reaction yield outcomes from USPTO patents with 853,638 reactions. Task: Predict the reaction yield, written as a fraction of the theoretical maximum amount of product (1.0 means a 100% yield; for example, 0.34 means a 34% yield). (1) The reactants are [Br:1][C:2]1[N:3]=[C:4]2[C:10](I)=[CH:9][N:8]([S:12]([C:15]3[CH:20]=[CH:19][C:18]([CH3:21])=[CH:17][CH:16]=3)(=[O:14])=[O:13])[C:5]2=[N:6][CH:7]=1.[CH3:22][O:23][C:24]1[CH:29]=[CH:28][CH:27]=[CH:26][C:25]=1B(O)O.C(#N)C.C(=O)(O)[O-].[Na+]. The catalyst is Cl[Pd-2](Cl)(P(C1C=CC=CC=1)(C1C=CC=CC=1)C1C=CC=CC=1)P(C1C=CC=CC=1)(C1C=CC=CC=1)C1C=CC=CC=1.C(OCC)(=O)C. The product is [Br:1][C:2]1[N:3]=[C:4]2[C:10]([C:25]3[CH:26]=[CH:27][CH:28]=[CH:29][C:24]=3[O:23][CH3:22])=[CH:9][N:8]([S:12]([C:15]3[CH:20]=[CH:19][C:18]([CH3:21])=[CH:17][CH:16]=3)(=[O:14])=[O:13])[C:5]2=[N:6][CH:7]=1. The yield is 0.340. (2) The reactants are C(OC(=O)[NH:10][CH:11]1[CH2:14][CH:13]([N:15]([CH2:17][C@@H:18]2[C@@H:25]3[C@@H:21]([O:22][C:23]([CH3:27])([CH3:26])[O:24]3)[C@H:20]([N:28]3[CH:36]=[N:35][C:34]4[C:29]3=[N:30][CH:31]=[N:32][C:33]=4[NH2:37])[O:19]2)[CH3:16])[CH2:12]1)C1C=CC=CC=1.C(Cl)Cl. The catalyst is CO.[OH-].[OH-].[Pd+2]. The product is [NH2:37][C:33]1[N:32]=[CH:31][N:30]=[C:29]2[C:34]=1[N:35]=[CH:36][N:28]2[C@H:20]1[C@@H:21]2[O:22][C:23]([CH3:26])([CH3:27])[O:24][C@@H:25]2[C@@H:18]([CH2:17][N:15]([CH3:16])[CH:13]2[CH2:12][CH:11]([NH2:10])[CH2:14]2)[O:19]1. The yield is 0.420. (3) The reactants are [F:1][C:2]1[C:10]([O:11][C:12]2[C:17]3=[C:18]([CH3:25])[C:19](C(O)(C)C)=[CH:20][N:16]3[N:15]=[CH:14][N:13]=2)=[CH:9][CH:8]=[C:7]2[C:3]=1[CH:4]=[C:5]([CH3:26])[NH:6]2.[C:27]([O-:30])([O-])=O.[K+].[K+].[C:33](OCC)(=[O:35])[CH3:34]. The catalyst is CN(C=O)C. The product is [F:1][C:2]1[C:10]([O:11][C:12]2[C:17]3=[C:18]([CH3:25])[C:19]([O:35][CH2:33][C@@H:34]4[CH2:27][O:30]4)=[CH:20][N:16]3[N:15]=[CH:14][N:13]=2)=[CH:9][CH:8]=[C:7]2[C:3]=1[CH:4]=[C:5]([CH3:26])[NH:6]2. The yield is 0.920. (4) The reactants are C([O:4][C:5]1[CH:10]=[CH:9][C:8]([N:11]2[C:15]3[CH:16]=[CH:17][CH:18]=[CH:19][C:14]=3[N:13]=[C:12]2[N:20](C(=O)C)[C:21](=[O:23])[CH3:22])=[CH:7][CH:6]=1)(=O)C.C([O-])([O-])=O.[K+].[K+]. No catalyst specified. The product is [OH:4][C:5]1[CH:10]=[CH:9][C:8]([N:11]2[C:15]3[CH:16]=[CH:17][CH:18]=[CH:19][C:14]=3[N:13]=[C:12]2[NH:20][C:21](=[O:23])[CH3:22])=[CH:7][CH:6]=1. The yield is 0.670. (5) The catalyst is O. The product is [CH2:1]([S:8][CH:9]([CH2:38][N:44]1[CH2:49][CH2:48][O:47][CH2:46][CH2:45]1)[CH2:10][NH:11][C:12]([C:14]1[NH:15][C:16]2[C:21]([CH:22]=1)=[CH:20][C:19]([O:23][C:24]([F:27])([F:26])[F:25])=[CH:18][C:17]=2[N:28]([CH3:37])[S:29]([C:32]1[S:33][CH:34]=[CH:35][CH:36]=1)(=[O:31])=[O:30])=[O:13])[C:2]1[CH:7]=[CH:6][CH:5]=[CH:4][CH:3]=1. The reactants are [CH2:1]([S:8][CH:9]([CH:38]=O)[CH2:10][NH:11][C:12]([C:14]1[NH:15][C:16]2[C:21]([CH:22]=1)=[CH:20][C:19]([O:23][C:24]([F:27])([F:26])[F:25])=[CH:18][C:17]=2[N:28]([CH3:37])[S:29]([C:32]1[S:33][CH:34]=[CH:35][CH:36]=1)(=[O:31])=[O:30])=[O:13])[C:2]1[CH:7]=[CH:6][CH:5]=[CH:4][CH:3]=1.ClCCCl.[NH:44]1[CH2:49][CH2:48][O:47][CH2:46][CH2:45]1.C(O[BH-](OC(=O)C)OC(=O)C)(=O)C.[Na+]. The yield is 0.630.